Dataset: Forward reaction prediction with 1.9M reactions from USPTO patents (1976-2016). Task: Predict the product of the given reaction. (1) Given the reactants [CH2:1]([O:3][C:4]([C:6]1[C:10]([C:11]2[CH:16]=[CH:15][CH:14]=[C:13]([Cl:17])[C:12]=2[Cl:18])=[CH:9][S:8][C:7]=1[NH2:19])=[O:5])[CH3:2].[C:20]1(=O)[O:25][C:23](=[O:24])[C:22]2=[CH:26][CH:27]=[CH:28][CH:29]=[C:21]12, predict the reaction product. The product is: [CH2:1]([O:3][C:4]([C:6]1[C:10]([C:11]2[CH:16]=[CH:15][CH:14]=[C:13]([Cl:17])[C:12]=2[Cl:18])=[CH:9][S:8][C:7]=1[N:19]1[C:23](=[O:24])[C:22]2[C:21](=[CH:29][CH:28]=[CH:27][CH:26]=2)[C:20]1=[O:25])=[O:5])[CH3:2]. (2) The product is: [Cl:1][C:2]1[CH:10]=[C:9]2[C:5]([CH:6]=[C:7]([C:11](=[O:28])[NH:12][CH:13]([C:18]3[CH:23]=[CH:22][CH:21]=[C:20]([C:24]([F:25])([F:27])[F:26])[CH:19]=3)[C:14]([F:15])([F:17])[F:16])[N:8]2[CH3:34])=[CH:4][C:3]=1[C:29]([O:31][CH2:32][CH3:33])=[O:30]. Given the reactants [Cl:1][C:2]1[CH:10]=[C:9]2[C:5]([CH:6]=[C:7]([C:11](=[O:28])[NH:12][CH:13]([C:18]3[CH:23]=[CH:22][CH:21]=[C:20]([C:24]([F:27])([F:26])[F:25])[CH:19]=3)[C:14]([F:17])([F:16])[F:15])[NH:8]2)=[CH:4][C:3]=1[C:29]([O:31][CH2:32][CH3:33])=[O:30].[C:34](=O)([O-])[O-].[K+].[K+].IC, predict the reaction product. (3) Given the reactants [C:1]1([CH2:7][CH2:8][CH2:9][CH2:10][CH2:11][CH2:12][CH2:13][CH2:14][CH2:15][CH2:16][CH2:17][CH3:18])[CH:6]=[CH:5][CH:4]=[CH:3][CH:2]=1.[OH:19][S:20](O)(=[O:22])=[O:21].[OH-].[K+:25], predict the reaction product. The product is: [CH2:7]([C:1]1[CH:6]=[CH:5][C:4]([S:20]([O-:22])(=[O:21])=[O:19])=[CH:3][CH:2]=1)[CH2:8][CH2:9][CH2:10][CH2:11][CH2:12][CH2:13][CH2:14][CH2:15][CH2:16][CH2:17][CH3:18].[K+:25]. (4) The product is: [CH2:7]([O:27][C:43](=[O:44])[CH2:38][NH:36][C:15]([C:11]1[S:10][CH:14]=[CH:13][CH:12]=1)=[O:17])[CH3:9]. Given the reactants CCN([CH:7]([CH3:9])C)C(C)C.[S:10]1[CH:14]=[CH:13][CH:12]=[C:11]1[C:15]([OH:17])=O.C1C=CC2N([OH:27])N=NC=2C=1.CCN=C=NCCC[N:36]([CH3:38])C.Cl.CN([CH:43]=[O:44])C, predict the reaction product. (5) Given the reactants [CH2:1]([O:8][C:9]1[CH:10]=[CH:11][C:12]([O:18][CH3:19])=[C:13]([CH:17]=1)[C:14]([NH2:16])=[O:15])[C:2]1[CH:7]=[CH:6][CH:5]=[CH:4][CH:3]=1.CC(OC(C)=O)=O.[N+:27]([O-])([OH:29])=[O:28], predict the reaction product. The product is: [CH2:1]([O:8][C:9]1[C:17]([N+:27]([O-:29])=[O:28])=[C:13]([C:12]([O:18][CH3:19])=[CH:11][CH:10]=1)[C:14]([NH2:16])=[O:15])[C:2]1[CH:3]=[CH:4][CH:5]=[CH:6][CH:7]=1. (6) Given the reactants [CH2:1]([N:4]([CH2:14][C:15]1[CH:23]=[CH:22][C:18]([C:19](Cl)=[O:20])=[CH:17][CH:16]=1)[CH:5]1[CH2:13][CH2:12][C:8]2[N:9]=[CH:10][S:11][C:7]=2[CH2:6]1)[CH2:2][CH3:3].OCCCCNC(=O)[C:31]1[CH:36]=[CH:35][CH:34]=[CH:33][CH:32]=1, predict the reaction product. The product is: [CH2:1]([N:4]([CH:31]1[CH2:32][CH2:33][C:34]2[N:9]=[CH:10][S:11][C:35]=2[CH2:36]1)[C:19](=[O:20])[C:18]1[CH:22]=[CH:23][C:15]([CH2:14][N:4]([CH2:1][CH2:2][CH3:3])[CH:5]2[CH2:13][CH2:12][C:8]3[N:9]=[CH:10][S:11][C:7]=3[CH2:6]2)=[CH:16][CH:17]=1)[CH2:2][CH3:3]. (7) Given the reactants [Cl-:1].[Cl-].[Cl-].[Nd+3:4].[O:5]1[CH2:9][CH2:8][CH2:7][CH2:6]1.[Cl-].[Cl-].[Cl-].[Nd+3], predict the reaction product. The product is: [O:5]1[CH2:9][CH2:8][CH2:7][CH2:6]1.[O:5]1[CH2:9][CH2:8][CH2:7][CH2:6]1.[O:5]1[CH2:9][CH2:8][CH2:7][CH2:6]1.[Cl-:1].[Cl-:1].[Cl-:1].[Nd+3:4].